This data is from Reaction yield outcomes from USPTO patents with 853,638 reactions. The task is: Predict the reaction yield, written as a fraction of the theoretical maximum amount of product (1.0 means a 100% yield; for example, 0.34 means a 34% yield). (1) The reactants are [Br:1][C:2]1[CH:3]=[CH:4][CH:5]=[C:6]2[C:11]=1[N:10]=[C:9]([Cl:12])[N:8]=[C:7]2Cl.[OH-].[NH4+:15].N. The catalyst is C1COCC1.O. The product is [Br:1][C:2]1[CH:3]=[CH:4][CH:5]=[C:6]2[C:11]=1[N:10]=[C:9]([Cl:12])[N:8]=[C:7]2[NH2:15]. The yield is 0.680. (2) The reactants are [C:1](Cl)(=[O:3])[CH3:2].[Cl:5][C:6]1[CH:7]=[CH:8][C:9]2[N:15]([CH2:16][C:17]([CH3:21])([CH3:20])[CH2:18][OH:19])[C:14](=[O:22])[C@@H:13]([CH2:23][C:24]([NH:26][C:27]3[CH:28]=[C:29]([CH2:35][CH2:36][C:37]([OH:39])=[O:38])[CH:30]=[CH:31][C:32]=3[O:33][CH3:34])=[O:25])[O:12][C@H:11]([C:40]3[CH:45]=[CH:44][CH:43]=[C:42]([O:46][CH3:47])[C:41]=3[O:48][CH3:49])[C:10]=2[CH:50]=1.N1C=CC=CC=1.C(OCC)(=O)C. The catalyst is O. The product is [C:1]([O:19][CH2:18][C:17]([CH3:20])([CH3:21])[CH2:16][N:15]1[C:9]2[CH:8]=[CH:7][C:6]([Cl:5])=[CH:50][C:10]=2[C@@H:11]([C:40]2[CH:45]=[CH:44][CH:43]=[C:42]([O:46][CH3:47])[C:41]=2[O:48][CH3:49])[O:12][C@H:13]([CH2:23][C:24]([NH:26][C:27]2[CH:28]=[C:29]([CH2:35][CH2:36][C:37]([OH:39])=[O:38])[CH:30]=[CH:31][C:32]=2[O:33][CH3:34])=[O:25])[C:14]1=[O:22])(=[O:3])[CH3:2]. The yield is 0.720. (3) The reactants are [CH:1]([C:3]1[CH:19]=[CH:18][C:6]([O:7][C:8]2[CH:17]=[CH:16][C:11]([C:12]([O:14][CH3:15])=[O:13])=[CH:10][CH:9]=2)=[CH:5][CH:4]=1)=[O:2].[BH4-].[Na+]. The catalyst is CO. The product is [OH:2][CH2:1][C:3]1[CH:19]=[CH:18][C:6]([O:7][C:8]2[CH:17]=[CH:16][C:11]([C:12]([O:14][CH3:15])=[O:13])=[CH:10][CH:9]=2)=[CH:5][CH:4]=1. The yield is 0.940. (4) The reactants are FC(F)(F)S(O[C:7]1[CH:16]=[CH:15][C:10]([C:11]([O:13][CH3:14])=[O:12])=[CH:9][C:8]=1[C:17]([O:19][C:20]([CH3:23])([CH3:22])[CH3:21])=[O:18])(=O)=O.C([O-])(=O)C.[K+].[CH3:31][C:32]1([CH3:48])[C:36]([CH3:38])([CH3:37])[O:35][B:34]([B:34]2[O:35][C:36]([CH3:38])([CH3:37])[C:32]([CH3:48])([CH3:31])[O:33]2)[O:33]1. The catalyst is O1CCOCC1.C1C=CC(P(C2C=CC=CC=2)[C-]2C=CC=C2)=CC=1.C1C=CC(P(C2C=CC=CC=2)[C-]2C=CC=C2)=CC=1.Cl[Pd]Cl.[Fe+2].C(Cl)Cl. The product is [CH3:31][C:32]1([CH3:48])[C:36]([CH3:38])([CH3:37])[O:35][B:34]([C:7]2[CH:16]=[CH:15][C:10]([C:11]([O:13][CH3:14])=[O:12])=[CH:9][C:8]=2[C:17]([O:19][C:20]([CH3:23])([CH3:22])[CH3:21])=[O:18])[O:33]1. The yield is 0.810. (5) The reactants are [CH3:1][O:2][C:3]1[CH:4]=[C:5]([NH:11][C:12](=[O:14])[CH3:13])[CH:6]=[CH:7][C:8]=1[O:9][CH3:10].[I:15]Cl.[O-]S([O-])(=S)=O.[Na+].[Na+]. The catalyst is C(Cl)Cl.CC(O)=O. The product is [I:15][C:6]1[CH:7]=[C:8]([O:9][CH3:10])[C:3]([O:2][CH3:1])=[CH:4][C:5]=1[NH:11][C:12](=[O:14])[CH3:13]. The yield is 0.720. (6) The reactants are [Cl:1][C:2]1[C:3]([NH:10][CH3:11])=[C:4]([CH:7]=[CH:8][CH:9]=1)[CH:5]=O.CC1(C)[O:18][C:17](=O)[CH:16]=[C:15]([CH3:20])[O:14]1. The catalyst is C1(C)C(C)=CC=CC=1. The product is [C:15]([C:16]1[C:17](=[O:18])[N:10]([CH3:11])[C:3]2[C:4]([CH:5]=1)=[CH:7][CH:8]=[CH:9][C:2]=2[Cl:1])(=[O:14])[CH3:20]. The yield is 0.450. (7) The reactants are [CH2:1]([N:8]1[CH2:13][C@H:12]([O:14][Si:15]([C:18]([CH3:21])([CH3:20])[CH3:19])([CH3:17])[CH3:16])[CH2:11][C@H:10]([O:22]C(=O)C2C=CC=CC=2)[CH2:9]1)[C:2]1[CH:7]=[CH:6][CH:5]=[CH:4][CH:3]=1. The catalyst is O1CCOCC1.[OH-].[Na+]. The product is [CH2:1]([N:8]1[CH2:13][C@H:12]([O:14][Si:15]([C:18]([CH3:20])([CH3:19])[CH3:21])([CH3:16])[CH3:17])[CH2:11][C@H:10]([OH:22])[CH2:9]1)[C:2]1[CH:3]=[CH:4][CH:5]=[CH:6][CH:7]=1. The yield is 0.170.